From a dataset of Full USPTO retrosynthesis dataset with 1.9M reactions from patents (1976-2016). Predict the reactants needed to synthesize the given product. The reactants are: C([C@@H]1N(C(=O)C2C=CC(OC3C=CC=CC=3)=CC=2)C[C@H](CC(C)C)NC1=O)C(C)C.[CH2:31]([C@@H:35]1[NH:40][CH2:39][C@H:38]([CH:41]([CH3:43])[CH3:42])[NH:37][C:36]1=[O:44])[CH:32]([CH3:34])[CH3:33].[F:45][C:46]1[CH:51]=[CH:50][C:49]([C:52]2[O:56][N:55]=[C:54]([C:57](O)=[O:58])[N:53]=2)=[CH:48][CH:47]=1. Given the product [F:45][C:46]1[CH:47]=[CH:48][C:49]([C:52]2[O:56][N:55]=[C:54]([C:57]([N:40]3[CH2:39][C@H:38]([CH:41]([CH3:43])[CH3:42])[NH:37][C:36](=[O:44])[C@@H:35]3[CH2:31][CH:32]([CH3:34])[CH3:33])=[O:58])[N:53]=2)=[CH:50][CH:51]=1, predict the reactants needed to synthesize it.